From a dataset of Peptide-MHC class II binding affinity with 134,281 pairs from IEDB. Regression. Given a peptide amino acid sequence and an MHC pseudo amino acid sequence, predict their binding affinity value. This is MHC class II binding data. (1) The peptide sequence is ILMTATPPGTSDEFP. The MHC is HLA-DQA10102-DQB10501 with pseudo-sequence HLA-DQA10102-DQB10501. The binding affinity (normalized) is 0.797. (2) The peptide sequence is GPTATFEAMYLGTCQ. The MHC is HLA-DPA10201-DPB10501 with pseudo-sequence HLA-DPA10201-DPB10501. The binding affinity (normalized) is 0.190.